Predict which catalyst facilitates the given reaction. From a dataset of Catalyst prediction with 721,799 reactions and 888 catalyst types from USPTO. Reactant: [N+:1]([C:4]1[CH:5]=[CH:6][C:7]([O:10][C:11]2[CH:12]=[C:13]3[C:18](=[CH:19][CH:20]=2)[O:17][CH:16]([C:21]2[CH:26]=[CH:25][CH:24]=[CH:23][CH:22]=2)[CH2:15][CH2:14]3)=[N:8][CH:9]=1)([O-:3])=[O:2].C1(C2CC(O)C3C(=CC=C(O)C=3)[O:34]2)C=CC=CC=1. Product: [N+:1]([C:4]1[CH:5]=[CH:6][C:7]([O:10][C:11]2[CH:12]=[C:13]3[C:18](=[CH:19][CH:20]=2)[O:17][CH:16]([C:21]2[CH:22]=[CH:23][CH:24]=[CH:25][CH:26]=2)[CH2:15][CH:14]3[OH:34])=[N:8][CH:9]=1)([O-:3])=[O:2]. The catalyst class is: 133.